From a dataset of Reaction yield outcomes from USPTO patents with 853,638 reactions. Predict the reaction yield, written as a fraction of the theoretical maximum amount of product (1.0 means a 100% yield; for example, 0.34 means a 34% yield). (1) The reactants are C(N(CC)CC)C.[Br:8][C:9]1[CH:10]=[C:11]([CH:15]=[CH:16][N:17]=1)[C:12]([OH:14])=O.ClC(OCC(C)C)=O.[CH2:26]([SH:28])[CH3:27]. The catalyst is ClCCl.O. The product is [Br:8][C:9]1[CH:10]=[C:11]([C:12](=[O:14])[S:28][CH2:26][CH3:27])[CH:15]=[CH:16][N:17]=1. The yield is 0.800. (2) The reactants are [CH3:1][N:2]1[CH:6]=[C:5]([C:7]2[CH:12]=[CH:11][C:10]([C:13]3[C:22]4[C:17](=[CH:18][CH:19]=[C:20]([C:23]([OH:25])=O)[CH:21]=4)[CH:16]=[N:15][CH:14]=3)=[CH:9][CH:8]=2)[CH:4]=[N:3]1.Cl.[CH3:27][O:28][CH:29]1[CH2:32][NH:31][CH2:30]1.F[P-](F)(F)(F)(F)F.CN(C(N(C)C)=[N+]1C2C(=NC=CC=2)[N+]([O-])=N1)C.C(N(CC)C(C)C)(C)C. The catalyst is CN(C)C=O. The product is [CH3:27][O:28][CH:29]1[CH2:32][N:31]([C:23]([C:20]2[CH:21]=[C:22]3[C:17](=[CH:18][CH:19]=2)[CH:16]=[N:15][CH:14]=[C:13]3[C:10]2[CH:9]=[CH:8][C:7]([C:5]3[CH:4]=[N:3][N:2]([CH3:1])[CH:6]=3)=[CH:12][CH:11]=2)=[O:25])[CH2:30]1. The yield is 0.100. (3) The reactants are [OH:1][C:2]1[N:3]=[C:4]([CH3:24])[NH:5][C:6](=[O:23])[C:7]=1[CH2:8][C:9]1[CH:14]=[CH:13][C:12]([C:15]2[C:16]([C:21]#[N:22])=[CH:17][CH:18]=[CH:19][CH:20]=2)=[CH:11][CH:10]=1.C(=O)([O-])[O-].[Cs+].[Cs+].S(OCC)(O[CH2:35][CH3:36])(=O)=O.CN(C)C=O. The catalyst is C(OCC)(=O)C. The product is [CH2:35]([O:1][C:2]1[N:3]=[C:4]([CH3:24])[NH:5][C:6](=[O:23])[C:7]=1[CH2:8][C:9]1[CH:10]=[CH:11][C:12]([C:15]2[C:16]([C:21]#[N:22])=[CH:17][CH:18]=[CH:19][CH:20]=2)=[CH:13][CH:14]=1)[CH3:36]. The yield is 0.160. (4) The reactants are FC1C=C(F)C=CC=1C1C=CC2C(=CC=C(O)C=2)C=1C(C1C=CC(OCCN2CCCCC2)=CC=1)=O.[N:37]1([CH2:44][CH2:45][O:46][C:47]2[CH:52]=[CH:51][C:50]([C:53]([C:55]3[C:64]4[C:59](=[CH:60][C:61]([O:65]C)=[CH:62][CH:63]=4)[CH:58]=[CH:57][C:56]=3[C:67]3[CH:72]=[CH:71][C:70]([F:73])=[CH:69][C:68]=3[F:74])=[O:54])=[CH:49][CH:48]=2)[CH2:43][CH2:42][CH2:41][CH2:40][CH2:39][CH2:38]1.B(Br)(Br)Br. No catalyst specified. The product is [N:37]1([CH2:44][CH2:45][O:46][C:47]2[CH:52]=[CH:51][C:50]([C:53]([C:55]3[C:64]4[C:59](=[CH:60][C:61]([OH:65])=[CH:62][CH:63]=4)[CH:58]=[CH:57][C:56]=3[C:67]3[CH:72]=[CH:71][C:70]([F:73])=[CH:69][C:68]=3[F:74])=[O:54])=[CH:49][CH:48]=2)[CH2:43][CH2:42][CH2:41][CH2:40][CH2:39][CH2:38]1. The yield is 0.750. (5) The reactants are O=C1C2C(=CC=CC=2)C(=O)[N:3]1[CH2:12][CH2:13][CH2:14][N:15]([CH:28]([CH3:30])[CH3:29])[S:16]([C:19]1[CH:24]=[CH:23][CH:22]=[CH:21][C:20]=1[N+:25]([O-:27])=[O:26])(=[O:18])=[O:17].O.NN.C(O)C. The catalyst is C(OCC)C. The product is [NH2:3][CH2:12][CH2:13][CH2:14][N:15]([CH:28]([CH3:30])[CH3:29])[S:16]([C:19]1[CH:24]=[CH:23][CH:22]=[CH:21][C:20]=1[N+:25]([O-:27])=[O:26])(=[O:17])=[O:18]. The yield is 0.990. (6) The reactants are [CH3:1][CH:2]1[CH2:8][C:7]2[CH:9]=[C:10]3[O:15][CH2:14][O:13][C:11]3=[CH:12][C:6]=2[C:5]([C:16]2[CH:21]=[CH:20][C:19]([N+:22]([O-:24])=[O:23])=[CH:18][CH:17]=2)=[N:4][N:3]1[C:25]([Cl:27])=[S:26].[CH:28](Cl)(Cl)Cl. No catalyst specified. The product is [CH3:1][C@@H:2]1[CH2:8][C:7]2[CH:9]=[C:10]3[O:15][CH2:14][O:13][C:11]3=[CH:12][C:6]=2[C:5]([C:16]2[CH:17]=[CH:18][C:19]([N+:22]([O-:24])=[O:23])=[C:20]([CH3:28])[CH:21]=2)=[N:4][N:3]1[C:25]([Cl:27])=[S:26]. The yield is 0.850.